Dataset: Reaction yield outcomes from USPTO patents with 853,638 reactions. Task: Predict the reaction yield, written as a fraction of the theoretical maximum amount of product (1.0 means a 100% yield; for example, 0.34 means a 34% yield). (1) The reactants are [C:1]([C@H:5]1[CH2:10][CH2:9][C@H:8]([O:11][C:12]2[CH:17]=[CH:16][C:15]([NH:18][CH:19]3[CH2:24][CH2:23][CH2:22][N:21](C(OC(C)(C)C)=O)[CH2:20]3)=[CH:14][CH:13]=2)[CH2:7][CH2:6]1)([CH3:4])([CH3:3])[CH3:2]. The catalyst is Cl.CCOC(C)=O. The yield is 0.900. The product is [C:1]([C@H:5]1[CH2:6][CH2:7][C@H:8]([O:11][C:12]2[CH:17]=[CH:16][C:15]([NH:18][CH:19]3[CH2:24][CH2:23][CH2:22][NH:21][CH2:20]3)=[CH:14][CH:13]=2)[CH2:9][CH2:10]1)([CH3:4])([CH3:2])[CH3:3]. (2) The reactants are [F:1][C:2]([F:25])([C:18]1[CH:23]=[CH:22][C:21]([CH3:24])=[CH:20][CH:19]=1)[CH2:3][N:4]1[CH2:9][CH2:8][CH:7]([NH:10]C(=O)OC(C)(C)C)[CH2:6][CH2:5]1.C(O)(C(F)(F)F)=O. The catalyst is C(Cl)Cl. The product is [F:25][C:2]([F:1])([C:18]1[CH:19]=[CH:20][C:21]([CH3:24])=[CH:22][CH:23]=1)[CH2:3][N:4]1[CH2:5][CH2:6][CH:7]([NH2:10])[CH2:8][CH2:9]1. The yield is 1.00.